This data is from Peptide-MHC class II binding affinity with 134,281 pairs from IEDB. The task is: Regression. Given a peptide amino acid sequence and an MHC pseudo amino acid sequence, predict their binding affinity value. This is MHC class II binding data. (1) The peptide sequence is YAKMRSAHTNDVKQL. The MHC is DRB5_0101 with pseudo-sequence DRB5_0101. The binding affinity (normalized) is 0.454. (2) The peptide sequence is PRGVTHDQLNNFRAG. The MHC is DRB1_0401 with pseudo-sequence DRB1_0401. The binding affinity (normalized) is 0.374. (3) The peptide sequence is WQTLSAALDAQAVEL. The MHC is HLA-DQA10401-DQB10402 with pseudo-sequence HLA-DQA10401-DQB10402. The binding affinity (normalized) is 0.664. (4) The peptide sequence is VDLAKSLRIAAKIYS. The MHC is HLA-DQA10102-DQB10602 with pseudo-sequence HLA-DQA10102-DQB10602. The binding affinity (normalized) is 0.455. (5) The peptide sequence is QPNLKALREKVLGLP. The MHC is DRB1_1001 with pseudo-sequence DRB1_1001. The binding affinity (normalized) is 0.363. (6) The peptide sequence is FKAAVAAAAGAPPAD. The binding affinity (normalized) is 0.840. The MHC is DRB1_0901 with pseudo-sequence DRB1_0901.